Dataset: Reaction yield outcomes from USPTO patents with 853,638 reactions. Task: Predict the reaction yield, written as a fraction of the theoretical maximum amount of product (1.0 means a 100% yield; for example, 0.34 means a 34% yield). (1) The catalyst is C1(C)C=CC=CC=1.ClCCl.CC([O-])=O.CC([O-])=O.[Pd+2].C1C=CC(P(C2C=CC3C(=CC=CC=3)C=2C2C3C(=CC=CC=3)C=CC=2P(C2C=CC=CC=2)C2C=CC=CC=2)C2C=CC=CC=2)=CC=1. The reactants are [NH2:1][C:2]1[CH:14]=[C:13]([N:15]2[CH2:20][CH2:19][N:18]([CH3:21])[CH2:17][CH2:16]2)[CH:12]=[CH:11][C:3]=1[C:4]([O:6][C:7]([CH3:10])([CH3:9])[CH3:8])=[O:5].Br[C:23]1[CH:28]=[CH:27][CH:26]=[CH:25][CH:24]=1. The product is [CH3:21][N:18]1[CH2:19][CH2:20][N:15]([C:13]2[CH:12]=[CH:11][C:3]([C:4]([O:6][C:7]([CH3:10])([CH3:9])[CH3:8])=[O:5])=[C:2]([NH:1][C:23]3[CH:28]=[CH:27][CH:26]=[CH:25][CH:24]=3)[CH:14]=2)[CH2:16][CH2:17]1. The yield is 1.00. (2) The reactants are [CH3:1][C:2]1[C:7]([CH3:8])=[C:6]([O:9][CH2:10][CH2:11][C:12]2([CH2:17][CH2:18][CH3:19])[O:16][CH2:15][CH2:14][O:13]2)[CH:5]=[CH:4][N+:3]=1[O-]. The catalyst is C(OC(=O)C)(=O)C. The product is [C:12]([O:16][CH2:1][C:2]1[C:7]([CH3:8])=[C:6]([O:9][CH2:10][CH2:11][C:12]2([CH2:17][CH2:18][CH3:19])[O:16][CH2:15][CH2:14][O:13]2)[CH:5]=[CH:4][N:3]=1)(=[O:13])[CH3:11]. The yield is 0.676.